From a dataset of Forward reaction prediction with 1.9M reactions from USPTO patents (1976-2016). Predict the product of the given reaction. (1) The product is: [Br:22][CH2:8][C:12]1[C:1]2[CH:2]=[C:6]([Cl:5])[CH:15]=[CH:14][C:9]=2[S:10][C:11]=1[CH3:13]. Given the reactants [C:1](O)(=O)[CH3:2].[Cl:5][C:6]1[CH:15]=[CH:14][C:9]2[S:10][C:11]([CH3:13])=[CH:12][C:8]=2C=1.O1CCCOO1.[BrH:22], predict the reaction product. (2) Given the reactants I[C:2]1[CH:3]=[CH:4][N:5]2[C:10]=1[C:9](=[O:11])[N:8]([C:12]1[CH:17]=[CH:16][CH:15]=[CH:14][CH:13]=1)[C:7]([C@@H:18]([NH:20][C:21](=[O:27])[O:22][C:23]([CH3:26])([CH3:25])[CH3:24])[CH3:19])=[N:6]2.[F:28][C:29]1[CH:30]=[C:31]([SH:37])[CH:32]=[CH:33][C:34]=1[O:35][CH3:36].C(=O)([O-])[O-].[K+].[K+], predict the reaction product. The product is: [F:28][C:29]1[CH:30]=[C:31]([S:37][C:2]2[CH:3]=[CH:4][N:5]3[C:10]=2[C:9](=[O:11])[N:8]([C:12]2[CH:17]=[CH:16][CH:15]=[CH:14][CH:13]=2)[C:7]([C@@H:18]([NH:20][C:21](=[O:27])[O:22][C:23]([CH3:26])([CH3:25])[CH3:24])[CH3:19])=[N:6]3)[CH:32]=[CH:33][C:34]=1[O:35][CH3:36]. (3) Given the reactants [H-].[Na+].[CH3:3][NH:4][CH2:5][CH2:6][CH2:7][OH:8].[CH:9]1([C:16]2[N:21]3[N:22]=[CH:23][N:24]=[C:20]3[N:19]=[C:18]([OH:25])[C:17]=2[C:26]2[C:31]([F:32])=[CH:30][C:29](F)=[CH:28][C:27]=2[F:34])[CH2:15][CH2:14][CH2:13][CH2:12][CH2:11][CH2:10]1.[C:43](O[C:43]([O:45][C:46]([CH3:49])([CH3:48])[CH3:47])=[O:44])([O:45][C:46]([CH3:49])([CH3:48])[CH3:47])=[O:44], predict the reaction product. The product is: [CH:9]1([C:16]2[N:21]3[N:22]=[CH:23][N:24]=[C:20]3[N:19]=[C:18]([OH:25])[C:17]=2[C:26]2[C:27]([F:34])=[CH:28][C:29]([O:8][CH2:7][CH2:6][CH2:5][N:4]([CH3:3])[C:43](=[O:44])[O:45][C:46]([CH3:47])([CH3:48])[CH3:49])=[CH:30][C:31]=2[F:32])[CH2:10][CH2:11][CH2:12][CH2:13][CH2:14][CH2:15]1. (4) Given the reactants [Br:1][C:2]1[CH:11]=[CH:10][C:5]2[C:6](=[O:9])[O:7][CH2:8][C:4]=2[CH:3]=1.C1C(=O)N([Br:19])C(=O)C1, predict the reaction product. The product is: [Br:19][C:3]1[C:4]2[CH2:8][O:7][C:6](=[O:9])[C:5]=2[CH:10]=[CH:11][C:2]=1[Br:1]. (5) Given the reactants Br[C:2]1[N:7]=[C:6]([C:8]2[CH:9]=[N:10][CH:11]=[CH:12][CH:13]=2)[CH:5]=[CH:4][CH:3]=1.C([Sn](CCCC)(CCCC)[C:19]1[N:23]2[CH:24]=[CH:25][C:26]([C:28]([F:31])([F:30])[F:29])=[N:27][C:22]2=[N:21][CH:20]=1)CCC, predict the reaction product. The product is: [F:30][C:28]([F:29])([F:31])[C:26]1[CH:25]=[CH:24][N:23]2[C:19]([C:2]3[N:7]=[C:6]([C:8]4[CH:9]=[N:10][CH:11]=[CH:12][CH:13]=4)[CH:5]=[CH:4][CH:3]=3)=[CH:20][N:21]=[C:22]2[N:27]=1. (6) Given the reactants [CH2:1]([N:8]1[CH:12]=[CH:11][C:10](C(O)=O)=[C:9]1[C:16]1[CH:21]=[CH:20][CH:19]=[CH:18][CH:17]=1)[C:2]1[CH:7]=[CH:6][CH:5]=[CH:4][CH:3]=1.C1C=CC(P([N:36]=[N+]=[N-])(C2C=CC=CC=2)=O)=CC=1.[CH3:39][Si:40]([CH3:45])([CH3:44])[CH2:41][CH2:42][OH:43].[C:46](=[O:49])([O-])O.[Na+], predict the reaction product. The product is: [CH2:1]([N:8]1[CH:12]=[CH:11][C:10]([NH:36][C:46](=[O:49])[O:43][CH2:42][CH2:41][Si:40]([CH3:45])([CH3:44])[CH3:39])=[C:9]1[C:16]1[CH:17]=[CH:18][CH:19]=[CH:20][CH:21]=1)[C:2]1[CH:3]=[CH:4][CH:5]=[CH:6][CH:7]=1.